Dataset: Full USPTO retrosynthesis dataset with 1.9M reactions from patents (1976-2016). Task: Predict the reactants needed to synthesize the given product. (1) Given the product [Cl:26][C:27]1[CH:28]=[C:29]([NH:34][C:35]([NH:6][CH2:7][C:8]2[CH:9]=[C:10]3[C:14](=[CH:15][CH:16]=2)[C:13](=[O:17])[N:12]([CH:18]2[CH2:23][CH2:22][C:21](=[O:24])[NH:20][C:19]2=[O:25])[CH2:11]3)=[O:36])[CH:30]=[C:31]([Cl:33])[CH:32]=1, predict the reactants needed to synthesize it. The reactants are: CS(O)(=O)=O.[NH2:6][CH2:7][C:8]1[CH:9]=[C:10]2[C:14](=[CH:15][CH:16]=1)[C:13](=[O:17])[N:12]([CH:18]1[CH2:23][CH2:22][C:21](=[O:24])[NH:20][C:19]1=[O:25])[CH2:11]2.[Cl:26][C:27]1[CH:28]=[C:29]([N:34]=[C:35]=[O:36])[CH:30]=[C:31]([Cl:33])[CH:32]=1.C(N(CC)CC)C.Cl. (2) Given the product [Br:10][CH2:8][C:5]1[CH:6]=[CH:7][C:2]([F:1])=[CH:3][C:4]=1[I:9], predict the reactants needed to synthesize it. The reactants are: [F:1][C:2]1[CH:7]=[CH:6][C:5]([CH3:8])=[C:4]([I:9])[CH:3]=1.[Br:10]N1C(=O)CCC1=O.C(OOC(=O)C1C=CC=CC=1)(=O)C1C=CC=CC=1. (3) Given the product [Br:1][C:2]1[CH:10]=[CH:9][C:5](/[C:6](/[C:7]#[N:8])=[C:6](\[C:5]2[CH:9]=[CH:10][C:2]([Br:1])=[CH:3][CH:4]=2)/[C:7]#[N:8])=[CH:4][CH:3]=1, predict the reactants needed to synthesize it. The reactants are: [Br:1][C:2]1[CH:10]=[CH:9][C:5]([CH2:6][C:7]#[N:8])=[CH:4][CH:3]=1.II.Cl. (4) Given the product [CH3:22][N:21]([CH3:23])[C:17]1[CH:16]=[C:15]([NH:14][C:12](=[O:13])[C:11]2[CH:24]=[CH:25][C:26]([CH3:27])=[C:9]([NH:8][C:34]([C:31]3[CH:30]=[C:29]([CH3:28])[O:33][N:32]=3)=[O:35])[CH:10]=2)[CH:20]=[CH:19][CH:18]=1, predict the reactants needed to synthesize it. The reactants are: C(N(CC)CC)C.[NH2:8][C:9]1[CH:10]=[C:11]([CH:24]=[CH:25][C:26]=1[CH3:27])[C:12]([NH:14][C:15]1[CH:20]=[CH:19][CH:18]=[C:17]([N:21]([CH3:23])[CH3:22])[CH:16]=1)=[O:13].[CH3:28][C:29]1[O:33][N:32]=[C:31]([C:34](Cl)=[O:35])[CH:30]=1. (5) Given the product [CH:19]1([NH:22][C:2]2[C:11]3[C:6](=[CH:7][CH:8]=[C:9]([C:12]4[CH:17]=[CH:16][C:15]([F:18])=[CH:14][CH:13]=4)[CH:10]=3)[N:5]=[CH:4][N:3]=2)[CH2:21][CH2:20]1, predict the reactants needed to synthesize it. The reactants are: Cl[C:2]1[C:11]2[C:6](=[CH:7][CH:8]=[C:9]([C:12]3[CH:17]=[CH:16][C:15]([F:18])=[CH:14][CH:13]=3)[CH:10]=2)[N:5]=[CH:4][N:3]=1.[CH:19]1([NH2:22])[CH2:21][CH2:20]1.